This data is from Peptide-MHC class II binding affinity with 134,281 pairs from IEDB. The task is: Regression. Given a peptide amino acid sequence and an MHC pseudo amino acid sequence, predict their binding affinity value. This is MHC class II binding data. The peptide sequence is GVTVIKNNMINNDLGP. The MHC is DRB1_0701 with pseudo-sequence DRB1_0701. The binding affinity (normalized) is 0.535.